The task is: Predict the product of the given reaction.. This data is from Forward reaction prediction with 1.9M reactions from USPTO patents (1976-2016). Given the reactants [F:1][C:2]([F:13])([F:12])[CH2:3][O:4][C:5]1[CH:6]=[C:7]([CH3:11])[CH:8]=[CH:9][CH:10]=1.BrN1C(=O)CCC1=O.N(C(C)(C)C#N)=NC(C)(C)C#N.[O:34]=[C:35]([C:42]1[CH:47]=[CH:46][C:45]([F:48])=[CH:44][CH:43]=1)[CH2:36][C:37]([O:39][CH2:40][CH3:41])=[O:38].[H-].[Na+].C(Br)(Br)Br, predict the reaction product. The product is: [CH2:40]([O:39][C:37](=[O:38])[CH:36]([CH2:11][C:7]1[CH:8]=[CH:9][CH:10]=[C:5]([O:4][CH2:3][C:2]([F:12])([F:13])[F:1])[CH:6]=1)[C:35]([C:42]1[CH:43]=[CH:44][C:45]([F:48])=[CH:46][CH:47]=1)=[O:34])[CH3:41].